Dataset: Reaction yield outcomes from USPTO patents with 853,638 reactions. Task: Predict the reaction yield, written as a fraction of the theoretical maximum amount of product (1.0 means a 100% yield; for example, 0.34 means a 34% yield). (1) The reactants are [H-].[Na+].[Br:3][C:4]1[CH:9]=[CH:8][C:7]([CH2:10][CH2:11][OH:12])=[C:6]([CH3:13])[CH:5]=1.[C:14]([C:16]1[CH:17]=[C:18]([NH:27][C:28](=O)[O:29]C2C=CC=CC=2)[CH:19]=[CH:20][C:21]=1[S:22]([CH2:25][CH3:26])(=[O:24])=[O:23])#[N:15]. The catalyst is C1COCC1. The product is [C:14]([C:16]1[CH:17]=[C:18]([NH:27][C:28](=[O:29])[O:12][CH2:11][CH2:10][C:7]2[CH:8]=[CH:9][C:4]([Br:3])=[CH:5][C:6]=2[CH3:13])[CH:19]=[CH:20][C:21]=1[S:22]([CH2:25][CH3:26])(=[O:24])=[O:23])#[N:15]. The yield is 0.720. (2) The reactants are [C:1]([C:3]1[CH:8]=[CH:7][C:6]([NH:9][C:10]([CH:12]2[NH:16][CH:15]([CH2:17][C:18]([CH3:21])([CH3:20])[CH3:19])[C:14]3([C:29]4[C:24](=[CH:25][C:26]([Cl:30])=[CH:27][CH:28]=4)[NH:23][C:22]3=[O:31])[CH:13]2[C:32]2[CH:37]=[CH:36][CH:35]=[C:34]([Cl:38])[CH:33]=2)=[O:11])=[CH:5][CH:4]=1)#[N:2].[OH:39]O.[OH-].[Na+]. The yield is 0.580. The product is [C:1]([C:3]1[CH:4]=[CH:5][C:6]([NH:9][C:10]([CH:12]2[NH:16][CH:15]([CH2:17][C:18]([CH3:21])([CH3:20])[CH3:19])[C:14]3([C:29]4[C:24](=[CH:25][C:26]([Cl:30])=[CH:27][CH:28]=4)[NH:23][C:22]3=[O:31])[CH:13]2[C:32]2[CH:37]=[CH:36][CH:35]=[C:34]([Cl:38])[CH:33]=2)=[O:11])=[CH:7][CH:8]=1)(=[O:39])[NH2:2]. The catalyst is CS(C)=O. (3) The reactants are C(OC(N1C2C(=CC=C(F)C=2)C(C2C=CC3S(=O)(=O)N(CC4C=CC=CN=4)[C@H](C)C=3C=2)=C1)=O)(C)(C)C.[F:37][C:38]1[CH:46]=[C:45]2[C:41]([C:42]([C:47]3[CH:48]=[CH:49][C:50]4[S:54](=[O:56])(=[O:55])[N:53]([CH2:57][C:58]5[CH:63]=[CH:62][CH:61]=[C:60]([CH3:64])[N:59]=5)[C@H:52]([CH3:65])[C:51]=4[CH:66]=3)=[CH:43][NH:44]2)=[CH:40][CH:39]=1.Cl. The catalyst is CCOC(C)=O.O1CCOCC1. The product is [F:37][C:38]1[CH:46]=[C:45]2[C:41]([C:42]([C:47]3[CH:48]=[CH:49][C:50]4[S:54](=[O:55])(=[O:56])[N:53]([CH2:57][C:58]5[CH:63]=[CH:62][CH:61]=[C:60]([CH3:64])[N:59]=5)[C@H:52]([CH3:65])[C:51]=4[CH:66]=3)=[CH:43][NH:44]2)=[CH:40][CH:39]=1. The yield is 0.770. (4) The reactants are [OH:1][CH2:2][C:3]1[NH:4][CH:5]=[CH:6][N:7]=1.N1C=CN=C1.[Si:13](Cl)([C:26]([CH3:29])([CH3:28])[CH3:27])([C:20]1[CH:25]=[CH:24][CH:23]=[CH:22][CH:21]=1)[C:14]1[CH:19]=[CH:18][CH:17]=[CH:16][CH:15]=1. The catalyst is CN(C=O)C. The product is [Si:13]([O:1][CH2:2][C:3]1[NH:4][CH:5]=[CH:6][N:7]=1)([C:26]([CH3:29])([CH3:28])[CH3:27])([C:20]1[CH:21]=[CH:22][CH:23]=[CH:24][CH:25]=1)[C:14]1[CH:19]=[CH:18][CH:17]=[CH:16][CH:15]=1. The yield is 0.820. (5) The reactants are [Br:1][C:2]1[C:3](F)=[C:4]2[C:10]([NH:11][C:12]([C:14]3[CH:19]=[N:18][CH:17]=[CH:16][N:15]=3)=[O:13])=[CH:9][NH:8][C:5]2=[N:6][CH:7]=1.[NH:21]1[CH2:26][CH2:25][CH2:24][C@@H:23]([NH:27][C:28](=[O:34])[O:29][C:30]([CH3:33])([CH3:32])[CH3:31])[CH2:22]1. The catalyst is CCCCO. The product is [Br:1][C:2]1[C:3]([N:21]2[CH2:26][CH2:25][CH2:24][C@@H:23]([NH:27][C:28](=[O:34])[O:29][C:30]([CH3:32])([CH3:31])[CH3:33])[CH2:22]2)=[C:4]2[C:10]([NH:11][C:12]([C:14]3[CH:19]=[N:18][CH:17]=[CH:16][N:15]=3)=[O:13])=[CH:9][NH:8][C:5]2=[N:6][CH:7]=1. The yield is 0.380. (6) The product is [Cl:26][C:27]1[CH:34]=[CH:33][CH:32]=[C:31]([Cl:35])[C:28]=1[CH2:29][N:7]1[C:2]([OH:1])=[C:3]([C:17]([NH:19][CH2:20][C:21]([OH:23])=[O:22])=[O:18])[C:4](=[O:16])[N:5]([CH2:9][C:10]2[CH:15]=[CH:14][CH:13]=[CH:12][CH:11]=2)[C:6]1=[O:8]. The yield is 0.110. The reactants are [OH:1][C:2]1[NH:7][C:6](=[O:8])[N:5]([CH2:9][C:10]2[CH:15]=[CH:14][CH:13]=[CH:12][CH:11]=2)[C:4](=[O:16])[C:3]=1[C:17]([NH:19][CH2:20][C:21]([O:23]CC)=[O:22])=[O:18].[Cl:26][C:27]1[CH:34]=[CH:33][CH:32]=[C:31]([Cl:35])[C:28]=1[CH2:29]Br.C(=O)([O-])[O-].[Na+].[Na+].Cl. The catalyst is CN(C)C=O. (7) The reactants are [CH3:1][O:2][CH2:3][O:4][C:5]1[C:6]([C:20]2[O:21][C:22]([CH2:25][NH:26][CH2:27][CH2:28][CH2:29][N:30]3[CH2:35][CH2:34][O:33][CH2:32][CH2:31]3)=[CH:23][CH:24]=2)=[C:7]([CH2:15][C:16]([O:18][CH3:19])=[O:17])[CH:8]=[C:9]([O:11][CH2:12][O:13][CH3:14])[CH:10]=1.CN(C1C=CC=CN=1)C.[C:45](OC(=O)C)(=[O:47])[CH3:46].C(Cl)(Cl)Cl. The catalyst is ClCCl. The product is [C:45]([N:26]([CH2:25][C:22]1[O:21][C:20]([C:6]2[C:5]([O:4][CH2:3][O:2][CH3:1])=[CH:10][C:9]([O:11][CH2:12][O:13][CH3:14])=[CH:8][C:7]=2[CH2:15][C:16]([O:18][CH3:19])=[O:17])=[CH:24][CH:23]=1)[CH2:27][CH2:28][CH2:29][N:30]1[CH2:31][CH2:32][O:33][CH2:34][CH2:35]1)(=[O:47])[CH3:46]. The yield is 0.890.